This data is from Drug-target binding data from BindingDB using IC50 measurements. The task is: Regression. Given a target protein amino acid sequence and a drug SMILES string, predict the binding affinity score between them. We predict pIC50 (pIC50 = -log10(IC50 in M); higher means more potent). Dataset: bindingdb_ic50. (1) The drug is CCc1cc(C(=O)N[C@@H]2C[C@@H](C(=O)NCC(=O)OC)N(C(=O)c3coc4ccccc34)C2)n(CCO)n1. The target protein (P9WGR1) has sequence MTGLLDGKRILVSGIITDSSIAFHIARVAQEQGAQLVLTGFDRLRLIQRITDRLPAKAPLLELDVQNEEHLASLAGRVTEAIGAGNKLDGVVHSIGFMPQTGMGINPFFDAPYADVSKGIHISAYSYASMAKALLPIMNPGGSIVGMDFDPSRAMPAYNWMTVAKSALESVNRFVAREAGKYGVRSNLVAAGPIRTLAMSAIVGGALGEEAGAQIQLLEEGWDQRAPIGWNMKDATPVAKTVCALLSDWLPATTGDIIYADGGAHTQLL. The pIC50 is 6.0. (2) The compound is O=C1Nc2ccc(S(=O)(=O)NCc3ccccc3)cc2C1=NNc1ccc(C(=O)O)cc1. The target protein sequence is TLGTVLQLKQPLNTTRINAAEIESRVRELSKLAETTDKVKQGFWEEFETLQQQECKLLYSRKEGQRQENKNKNRYKNILPFDHTRVVLHDGDPNEPVSDYINANIIMPEFETKCNNSKPKKSYIATQGCLQNTVNDFWRMVFQENSRVIVMTTKEVERGKSKCVKYWPDEYALKEYGVMRVRNVKESAAHDYTLRELKLSKVGQALLQGNTERTVWQYHFRTWPDHGVPSDPGGVLDFLEEVHHKQESIMDAGPVVVHCSAGIGRTGTFIVIDILIDIIREKGVDCDIDVPKTIQMVRSQRSGMVQTEAQYRFIYMAVQHYIETLQRRIEEEQKSKRKGHEYTNIKYSLADQTSGDQSPLPPCTPTPPCAEMREDSARVYENVGLMQQQ. The pIC50 is 5.9. (3) The small molecule is COc1cc(C=CC(=O)CC(=O)C=Cc2ccc(O)cc2)ccc1O. The target protein (P43071) has sequence MSDSKMSSQDESKLEKAISQDSSSENHSINEYHGFDAHTSENIQNLARTFTHDSFKDDSSAGLLKYLTHMSEVPGVNPYEHEEINNDQLNPDSENFNAKFWVKNLRKLFESDPEYYKPSKLGIGYRNLRAYGVANDSDYQPTVTNALWKLATEGFRHFQKDDDSRYFDILKSMDAIMRPGELTVVLGRPGAGCSTLLKTIAVNTYGFHIGKESQITYDGLSPHDIERHYRGDVIYSAETDVHFPHLSVGDTLEFAARLRTPQNRGEGIDRETYAKHMASVYMATYGLSHTRNTNVGNDFVRGVSGGERKRVSIAEASLSGANIQCWDNATRGLDSATALEFIRALKTSAVILDTTPLIAIYQCSQDAYDLFDKVVVLYEGYQIFFGKATKAKEYFEKMGWKCPQRQTTADFLTSLTNPAEREPLPGYEDKVPRTAQEFETYWKNSPEYAELTKEIDEYFVECERSNTRETYRESHVAKQSNNTRPASPYTVSFFMQVRYG.... The pIC50 is 4.3.